This data is from Forward reaction prediction with 1.9M reactions from USPTO patents (1976-2016). The task is: Predict the product of the given reaction. (1) Given the reactants Br[C:2]1[C:10]2[N:9]=[C:8]([CH2:11][CH:12]3[CH2:17][CH2:16][CH2:15][CH2:14][N:13]3[C:18]([C:20]3[N:21]=[C:22]([CH3:32])[S:23][C:24]=3[C:25]3[CH:30]=[CH:29][C:28]([F:31])=[CH:27][CH:26]=3)=[O:19])[NH:7][C:6]=2[CH:5]=[CH:4][CH:3]=1.C([Sn](CCCC)(CCCC)[C:38]([O:40]CC)=[CH2:39])CCC.O, predict the reaction product. The product is: [C:38]([C:2]1[C:10]2[N:9]=[C:8]([CH2:11][CH:12]3[CH2:17][CH2:16][CH2:15][CH2:14][N:13]3[C:18]([C:20]3[N:21]=[C:22]([CH3:32])[S:23][C:24]=3[C:25]3[CH:30]=[CH:29][C:28]([F:31])=[CH:27][CH:26]=3)=[O:19])[NH:7][C:6]=2[CH:5]=[CH:4][CH:3]=1)(=[O:40])[CH3:39]. (2) Given the reactants Br[C:2]1[CH:7]=[CH:6][CH:5]=[C:4]([O:8][CH3:9])[N:3]=1.C([Li])CCC.[CH2:15]([Sn:19](Cl)([CH2:24][CH2:25][CH2:26][CH3:27])[CH2:20][CH2:21][CH2:22][CH3:23])[CH2:16][CH2:17][CH3:18], predict the reaction product. The product is: [CH2:24]([Sn:19]([CH2:15][CH2:16][CH2:17][CH3:18])([CH2:20][CH2:21][CH2:22][CH3:23])[C:2]1[N:3]=[C:4]([O:8][CH3:9])[CH:5]=[CH:6][CH:7]=1)[CH2:25][CH2:26][CH3:27]. (3) Given the reactants [C:1]([C:3]1[CH:4]=[C:5]2[C:10](=[C:11]([OH:13])[CH:12]=1)[O:9][C:8]([CH3:15])([CH3:14])[CH2:7][C:6]2([CH3:17])[CH3:16])#[CH:2].[CH3:18][O:19][C:20](=[O:48])[CH:21]([C:23]1[CH:28]=[CH:27][C:26](C#CC2C=C(C3CC3)C3OC4(CC4)CC(C)(C)C=3C=2)=[CH:25][CH:24]=1)[CH3:22].C(N(CC)CC)C.C(OCC)(=O)C, predict the reaction product. The product is: [CH3:18][O:19][C:20](=[O:48])[CH:21]([C:23]1[CH:24]=[CH:25][C:26]([C:2]#[C:1][C:3]2[CH:4]=[C:5]3[C:10](=[C:11]([OH:13])[CH:12]=2)[O:9][C:8]([CH3:15])([CH3:14])[CH2:7][C:6]3([CH3:17])[CH3:16])=[CH:27][CH:28]=1)[CH3:22].